This data is from Forward reaction prediction with 1.9M reactions from USPTO patents (1976-2016). The task is: Predict the product of the given reaction. (1) Given the reactants [N+:1]([C:4]1[N:5]=[C:6]2[N:11]([CH:12]=1)[CH2:10][CH2:9][C@H:8]([CH2:13][O:14][C:15]1[CH:20]=[CH:19][C:18]([N:21]3[CH2:26][CH2:25][CH:24]([NH:27][C:28]4[CH:33]=[CH:32][C:31]([O:34][CH2:35][C:36]5[CH:41]=[CH:40][C:39]([O:42][C:43]([F:46])([F:45])[F:44])=[CH:38][CH:37]=5)=[CH:30][CH:29]=4)[CH2:23][CH2:22]3)=[CH:17][CH:16]=1)[O:7]2)([O-:3])=[O:2].[CH:47](=O)[CH3:48].C(O[BH-](OC(=O)C)OC(=O)C)(=O)C.[Na+].C(=O)([O-])[O-].[K+].[K+], predict the reaction product. The product is: [CH2:47]([N:27]([CH:24]1[CH2:23][CH2:22][N:21]([C:18]2[CH:17]=[CH:16][C:15]([O:14][CH2:13][C@@H:8]3[O:7][C:6]4=[N:5][C:4]([N+:1]([O-:3])=[O:2])=[CH:12][N:11]4[CH2:10][CH2:9]3)=[CH:20][CH:19]=2)[CH2:26][CH2:25]1)[C:28]1[CH:33]=[CH:32][C:31]([O:34][CH2:35][C:36]2[CH:37]=[CH:38][C:39]([O:42][C:43]([F:46])([F:45])[F:44])=[CH:40][CH:41]=2)=[CH:30][CH:29]=1)[CH3:48]. (2) Given the reactants C(OC(=O)CCCNC(NC1SC(C2C=CC(S(C)(=O)=O)=C(F)C=2)=C(C)N=1)=O)C.[N:30]1([C:35]2[CH:36]=[C:37]([C:45]3[S:49][C:48]([NH2:50])=[N:47][C:46]=3[CH3:51])[CH:38]=[CH:39][C:40]=2[S:41]([CH3:44])(=[O:43])=[O:42])[CH:34]=[CH:33][N:32]=[CH:31]1.[CH2:52]([O:54][C:55](=[O:61])[CH2:56][CH2:57][N:58]=[C:59]=[O:60])[CH3:53], predict the reaction product. The product is: [CH2:52]([O:54][C:55](=[O:61])[CH2:56][CH2:57][NH:58][C:59]([NH:50][C:48]1[S:49][C:45]([C:37]2[CH:38]=[CH:39][C:40]([S:41]([CH3:44])(=[O:43])=[O:42])=[C:35]([N:30]3[CH:34]=[CH:33][N:32]=[CH:31]3)[CH:36]=2)=[C:46]([CH3:51])[N:47]=1)=[O:60])[CH3:53]. (3) Given the reactants [O:1]1[CH2:3][CH:2]1[C:4]1[CH:13]=[CH:12][C:7]2[C:8](=[O:11])[O:9][CH2:10][C:6]=2[CH:5]=1.[C:14]([N:21]1[CH2:26][CH2:25][NH:24][C@H:23]([CH2:27][OH:28])[CH2:22]1)([O:16][C:17]([CH3:20])([CH3:19])[CH3:18])=[O:15], predict the reaction product. The product is: [OH:28][CH2:27][C@H:23]1[N:24]([CH2:3][CH:2]([OH:1])[C:4]2[CH:13]=[CH:12][C:7]3[C:8](=[O:11])[O:9][CH2:10][C:6]=3[CH:5]=2)[CH2:25][CH2:26][N:21]([C:14]([O:16][C:17]([CH3:20])([CH3:19])[CH3:18])=[O:15])[CH2:22]1. (4) Given the reactants [NH:1]1[C:5]2=[N:6][C:7]([C:10]#[N:11])=[CH:8][CH:9]=[C:4]2[CH:3]=[CH:2]1.[CH3:12][CH2:13][Mg+].[Br-].[CH3:16][CH2:17]N(C(C)C)C(C)C.[CH3:25][C:26]([O:29][C:30](O[C:33]([O:35][C:36]([CH3:39])([CH3:38])[CH3:37])=[O:34])=[O:31])([CH3:28])[CH3:27], predict the reaction product. The product is: [C:26]([O:29][C:30](=[O:31])[NH:11][C:10]1([C:7]2[N:6]=[C:5]3[NH:1][CH:2]=[CH:3][C:4]3=[CH:9][CH:8]=2)[CH2:13][CH2:12]1)([CH3:28])([CH3:27])[CH3:25].[C:36]([O:35][C:33](=[O:34])[NH:11][CH:10]([C:7]1[N:6]=[C:5]2[NH:1][CH:2]=[CH:3][C:4]2=[CH:9][CH:8]=1)[CH2:16][CH3:17])([CH3:37])([CH3:38])[CH3:39].